From a dataset of Reaction yield outcomes from USPTO patents with 853,638 reactions. Predict the reaction yield, written as a fraction of the theoretical maximum amount of product (1.0 means a 100% yield; for example, 0.34 means a 34% yield). (1) The reactants are CI.[CH3:3][O:4][C:5](=[O:16])[C:6]1[C:7](=[CH:9][CH:10]=[C:11]([C:13](=[O:15])[CH3:14])[CH:12]=1)[OH:8].[C:17](=O)([O-])[O-].[Na+].[Na+].Cl. The yield is 0.965. The catalyst is O.CN(C)C=O. The product is [CH3:3][O:4][C:5](=[O:16])[C:6]1[CH:12]=[C:11]([C:13](=[O:15])[CH3:14])[CH:10]=[CH:9][C:7]=1[O:8][CH3:17]. (2) The product is [Cl:12][C:13]1[CH:14]=[C:15]([NH:16][C:7]([S:10][CH3:11])=[C:3]([C:1]#[N:2])[C:4]([NH2:6])=[O:5])[CH:17]=[CH:18][CH:19]=1. The catalyst is C(O)C. The reactants are [C:1]([C:3](=[C:7]([S:10][CH3:11])SC)[C:4]([NH2:6])=[O:5])#[N:2].[Cl:12][C:13]1[CH:14]=[C:15]([CH:17]=[CH:18][CH:19]=1)[NH2:16]. The yield is 0.570.